This data is from Forward reaction prediction with 1.9M reactions from USPTO patents (1976-2016). The task is: Predict the product of the given reaction. (1) Given the reactants OO.C(O[C:10]([C:12](F)(F)F)=[O:11])(C(F)(F)F)=O.N1(CCCCNC2N=[N+:29]([O-:40])[C:30]3[CH:39]=[C:38]4[C:34]([CH2:35][CH2:36][CH2:37]4)=[CH:33][C:31]=3[N:32]=2)CCOCC1.C(O)(C(F)(F)F)=[O:42].N, predict the reaction product. The product is: [N+:29]([C:30]1[CH:39]=[C:38]2[C:34]([CH2:35][CH2:36][CH2:37]2)=[CH:33][C:31]=1[NH:32][C:10](=[O:11])[CH3:12])([O-:40])=[O:42]. (2) Given the reactants Cl[CH2:2][C:3]1[NH:7][C:6]2[CH:8]=[CH:9][C:10]([C:12]3[C:20]4[C:15](=[CH:16][C:17]([F:21])=[CH:18][CH:19]=4)[N:14]([S:22]([C:25]4[CH:30]=[CH:29][CH:28]=[CH:27][CH:26]=4)(=[O:24])=[O:23])[CH:13]=3)=[CH:11][C:5]=2[N:4]=1.[NH:31]1[CH2:36][CH2:35][O:34][CH2:33][CH2:32]1, predict the reaction product. The product is: [F:21][C:17]1[CH:16]=[C:15]2[C:20]([C:12]([C:10]3[CH:9]=[CH:8][C:6]4[NH:7][C:3]([CH2:2][N:31]5[CH2:36][CH2:35][O:34][CH2:33][CH2:32]5)=[N:4][C:5]=4[CH:11]=3)=[CH:13][N:14]2[S:22]([C:25]2[CH:26]=[CH:27][CH:28]=[CH:29][CH:30]=2)(=[O:23])=[O:24])=[CH:19][CH:18]=1. (3) Given the reactants [ClH:1].[F:2][C:3]1[C:11]2[NH:10][C:9](=[O:12])[N:8]([CH:13]3[CH2:18][CH2:17][NH:16][CH2:15][CH2:14]3)[C:7]=2[CH:6]=[C:5]([CH3:19])[C:4]=1[F:20].C(N(C(C)C)CC)(C)C.[O:30]1[CH2:35][CH2:34][C:33](=O)[CH2:32][CH2:31]1.C(O[BH-](OC(=O)C)OC(=O)C)(=O)C.[Na+], predict the reaction product. The product is: [ClH:1].[F:2][C:3]1[C:11]2[NH:10][C:9](=[O:12])[N:8]([CH:13]3[CH2:14][CH2:15][N:16]([CH:33]4[CH2:34][CH2:35][O:30][CH2:31][CH2:32]4)[CH2:17][CH2:18]3)[C:7]=2[CH:6]=[C:5]([CH3:19])[C:4]=1[F:20]. (4) Given the reactants [CH2:1]([O:8][C:9]1[CH:10]=[C:11]2[C:15](=[CH:16][CH:17]=1)[N:14]([CH2:18][C:19]1[CH:20]=[C:21]([C:25]3[CH:30]=[CH:29][C:28]([F:31])=[C:27]([CH3:32])[CH:26]=3)[CH:22]=[CH:23][CH:24]=1)[CH:13]=[C:12]2[CH2:33][C:34]([O:36]C(C)(C)C)=[O:35])[C:2]1[CH:7]=[CH:6][CH:5]=[CH:4][CH:3]=1.C(O)(C(F)(F)F)=O.C(Cl)Cl, predict the reaction product. The product is: [CH2:1]([O:8][C:9]1[CH:10]=[C:11]2[C:15](=[CH:16][CH:17]=1)[N:14]([CH2:18][C:19]1[CH:20]=[C:21]([C:25]3[CH:30]=[CH:29][C:28]([F:31])=[C:27]([CH3:32])[CH:26]=3)[CH:22]=[CH:23][CH:24]=1)[CH:13]=[C:12]2[CH2:33][C:34]([OH:36])=[O:35])[C:2]1[CH:3]=[CH:4][CH:5]=[CH:6][CH:7]=1.